Dataset: Reaction yield outcomes from USPTO patents with 853,638 reactions. Task: Predict the reaction yield, written as a fraction of the theoretical maximum amount of product (1.0 means a 100% yield; for example, 0.34 means a 34% yield). (1) No catalyst specified. The yield is 0.550. The reactants are [S:1]([NH2:11])(=[O:10])([C:3]1[CH:8]=[CH:7][C:6]([NH2:9])=[CH:5][CH:4]=1)=[O:2].[N:12]([O-])=O.[Na+].Cl.[Sn](Cl)[Cl:18]. The product is [CH:7]1[C:6]([NH:9][NH2:12])=[CH:5][CH:4]=[C:3]([S:1]([NH2:11])(=[O:10])=[O:2])[CH:8]=1.[ClH:18]. (2) The reactants are S(Cl)(Cl)=O.[Br:5][C:6]1[CH:14]=[C:13]([Cl:15])[CH:12]=[CH:11][C:7]=1[C:8]([OH:10])=[O:9].[CH3:16]O. No catalyst specified. The product is [CH3:16][O:9][C:8](=[O:10])[C:7]1[CH:11]=[CH:12][C:13]([Cl:15])=[CH:14][C:6]=1[Br:5]. The yield is 0.990. (3) The reactants are Cl.[CH2:2]([O:9][C:10]1[CH:15]=[CH:14][C:13]([NH:16][C:17]2[C:26]3[C:21](=[CH:22][C:23]([F:28])=[C:24](I)[CH:25]=3)[N:20]=[CH:19][N:18]=2)=[CH:12][CH:11]=1)[C:3]1[CH:8]=[CH:7][CH:6]=[CH:5][CH:4]=1.[O:29]1[CH2:33][CH2:32][O:31][CH:30]1[C:34]1[O:38][C:37]([Sn](CCCC)(CCCC)CCCC)=[CH:36][CH:35]=1.C(N(C(C)C)CC)(C)C. The catalyst is CN(C=O)C. The product is [CH2:2]([O:9][C:10]1[CH:15]=[CH:14][C:13]([NH:16][C:17]2[C:26]3[C:21](=[CH:22][C:23]([F:28])=[C:24]([C:37]4[O:38][C:34]([CH:30]5[O:31][CH2:32][CH2:33][O:29]5)=[CH:35][CH:36]=4)[CH:25]=3)[N:20]=[CH:19][N:18]=2)=[CH:12][CH:11]=1)[C:3]1[CH:8]=[CH:7][CH:6]=[CH:5][CH:4]=1. The yield is 0.590. (4) The reactants are [Cl:1][C:2]1[CH:8]=[CH:7][C:5]([NH2:6])=[CH:4][CH:3]=1.C(N(CC)CC)C.[Cl-].ClC1N(C)CC[NH+]1C.[CH3:25][O:26][C:27]1[C:28](=[O:51])[C:29]([CH3:50])=[C:30]([CH2:36][C:37]2[CH:38]=[CH:39][C:40]([O:46][C:47](=[O:49])[CH3:48])=[C:41]([CH:45]=2)[C:42](O)=[O:43])[C:31](=[O:35])[C:32]=1[O:33][CH3:34]. The catalyst is C(Cl)Cl. The product is [CH3:25][O:26][C:27]1[C:28](=[O:51])[C:29]([CH3:50])=[C:30]([CH2:36][C:37]2[CH:38]=[CH:39][C:40]([O:46][C:47](=[O:49])[CH3:48])=[C:41]([CH:45]=2)[C:42]([NH:6][C:5]2[CH:7]=[CH:8][C:2]([Cl:1])=[CH:3][CH:4]=2)=[O:43])[C:31](=[O:35])[C:32]=1[O:33][CH3:34]. The yield is 0.440. (5) The reactants are [Si:1]([O:8][C@@H:9]1[C@@:28]2([CH3:29])[C:13](=[CH:14][CH:15]=[C:16]3[C@@H:27]2[CH2:26][CH2:25][C@@:24]2([CH3:30])[C@H:17]3[CH2:18][CH:19]=[C:20]2[C@@H:21]([OH:23])[CH3:22])[CH2:12][C@@H:11]([O:31][Si:32]([C:35]([CH3:38])([CH3:37])[CH3:36])([CH3:34])[CH3:33])[CH2:10]1)([C:4]([CH3:7])([CH3:6])[CH3:5])([CH3:3])[CH3:2].[H-].[Na+].Br[CH2:42][CH:43]1[O:47][C:44]1([CH3:46])[CH3:45].C([BH-](C(CC)C)C(CC)C)(CC)C.[Li+].[OH-].[Na+].OO. The catalyst is O1CCCC1.C(OCC)(=O)C. The product is [Si:1]([O:8][C@@H:9]1[C@@:28]2([CH3:29])[C:13](=[CH:14][CH:15]=[C:16]3[C@@H:27]2[CH2:26][CH2:25][C@@:24]2([CH3:30])[C@H:17]3[CH2:18][CH:19]=[C:20]2[C@@H:21]([O:23][CH2:42][CH2:43][C:44]([OH:47])([CH3:46])[CH3:45])[CH3:22])[CH2:12][C@@H:11]([O:31][Si:32]([C:35]([CH3:37])([CH3:36])[CH3:38])([CH3:33])[CH3:34])[CH2:10]1)([C:4]([CH3:7])([CH3:6])[CH3:5])([CH3:3])[CH3:2]. The yield is 1.00. (6) The reactants are [CH3:1][C:2]1[CH:21]=[CH:20][CH:19]=[C:18]([CH3:22])[C:3]=1[CH2:4][NH:5][C:6]1[C:7]2[N:8]([C:12]([CH3:17])=[C:13]([CH2:15]O)[N:14]=2)[CH:9]=[CH:10][CH:11]=1.S(Cl)([Cl:25])=O. The catalyst is C(Cl)Cl. The product is [CH3:1][C:2]1[CH:21]=[CH:20][CH:19]=[C:18]([CH3:22])[C:3]=1[CH2:4][NH:5][C:6]1[C:7]2[N:8]([C:12]([CH3:17])=[C:13]([CH2:15][Cl:25])[N:14]=2)[CH:9]=[CH:10][CH:11]=1. The yield is 0.930. (7) The reactants are [CH3:1][N:2]([CH3:28])[C:3]1[C:8]([CH2:9][CH3:10])=[CH:7][C:6]([PH:11](=O)[C:12]2[CH:17]=[C:16]([CH2:18][CH3:19])[C:15]([N:20]([CH3:22])[CH3:21])=[C:14]([CH2:23][CH3:24])[CH:13]=2)=[CH:5][C:4]=1[CH2:26][CH3:27].[BH3:29].O1CCCC1. The catalyst is C1(C)C=CC=CC=1. The product is [CH3:28][N:2]([CH3:1])[C:3]1[C:8]([CH2:9][CH3:10])=[CH:7][C:6]([PH:11][C:12]2[CH:17]=[C:16]([CH2:18][CH3:19])[C:15]([N:20]([CH3:21])[CH3:22])=[C:14]([CH2:23][CH3:24])[CH:13]=2)=[CH:5][C:4]=1[CH2:26][CH3:27].[BH3:29]. The yield is 0.640. (8) The yield is 0.470. The catalyst is C(O)C.[H][H]. The reactants are [CH3:1][C:2]1[C:7]([C:8]2[CH2:9][CH2:10][N:11]([C:14]([O:16][C:17]([CH3:20])([CH3:19])[CH3:18])=[O:15])[CH2:12][CH:13]=2)=[CH:6][CH:5]=[CH:4][N:3]=1. The product is [CH3:1][C:2]1[C:7]([CH:8]2[CH2:13][CH2:12][N:11]([C:14]([O:16][C:17]([CH3:20])([CH3:19])[CH3:18])=[O:15])[CH2:10][CH2:9]2)=[CH:6][CH:5]=[CH:4][N:3]=1. (9) The reactants are [CH3:1][O:2][C:3]1[CH:11]=[C:10]2[C:6]([C:7]([C:14]([OH:16])=O)=[C:8]([CH3:13])[N:9]2[CH3:12])=[CH:5][CH:4]=1.C(Cl)(=O)C(Cl)=O.[CH2:23]([NH2:27])[CH2:24][CH2:25][CH3:26]. No catalyst specified. The product is [CH2:23]([NH:27][C:14]([C:7]1[C:6]2[C:10](=[CH:11][C:3]([O:2][CH3:1])=[CH:4][CH:5]=2)[N:9]([CH3:12])[C:8]=1[CH3:13])=[O:16])[CH2:24][CH2:25][CH3:26]. The yield is 0.710.